Dataset: Reaction yield outcomes from USPTO patents with 853,638 reactions. Task: Predict the reaction yield, written as a fraction of the theoretical maximum amount of product (1.0 means a 100% yield; for example, 0.34 means a 34% yield). (1) The reactants are [CH3:1][N:2]1[C:10]2[C:5](=[CH:6][CH:7]=[CH:8][CH:9]=2)[CH:4]=[C:3]1[C:11]([O-])=[O:12].[H-].[H-].[H-].[H-].[Li+].[Al+3]. The product is [CH3:1][N:2]1[C:10]2[C:5](=[CH:6][CH:7]=[CH:8][CH:9]=2)[CH:4]=[C:3]1[CH2:11][OH:12]. The catalyst is C1COCC1. The yield is 0.930. (2) The reactants are [C:1]([O:5][C:6]([N:8]1[CH2:13][CH2:12][CH:11]([CH2:14][CH2:15][OH:16])[CH2:10][CH2:9]1)=[O:7])([CH3:4])([CH3:3])[CH3:2].[H-].[Na+].Cl[C:20]1[N:25]=[CH:24][N:23]=[C:22]([NH:26][C:27]2[CH:32]=[CH:31][C:30]([S:33]([CH3:36])(=[O:35])=[O:34])=[CH:29][CH:28]=2)[C:21]=1[N+:37]([O-:39])=[O:38]. The catalyst is CC(N(C)C)=O. The product is [C:1]([O:5][C:6]([N:8]1[CH2:13][CH2:12][CH:11]([CH2:14][CH2:15][O:16][C:20]2[C:21]([N+:37]([O-:39])=[O:38])=[C:22]([NH:26][C:27]3[CH:28]=[CH:29][C:30]([S:33]([CH3:36])(=[O:34])=[O:35])=[CH:31][CH:32]=3)[N:23]=[CH:24][N:25]=2)[CH2:10][CH2:9]1)=[O:7])([CH3:4])([CH3:3])[CH3:2]. The yield is 0.820. (3) The reactants are FC(F)(F)S(O[C:7]1[CH:12]=[CH:11][C:10]([CH2:13][O:14][C:15]2([CH3:18])[CH2:17][CH2:16]2)=[C:9]([CH:19]([CH3:21])[CH3:20])[CH:8]=1)(=O)=O.[CH3:24][Si:25]([C:28]#[CH:29])([CH3:27])[CH3:26]. The catalyst is C(N(CC)CC)C.CN(C=O)C.Cl[Pd](Cl)([P](C1C=CC=CC=1)(C1C=CC=CC=1)C1C=CC=CC=1)[P](C1C=CC=CC=1)(C1C=CC=CC=1)C1C=CC=CC=1. The product is [CH:19]([C:9]1[CH:8]=[C:7]([C:29]#[C:28][Si:25]([CH3:27])([CH3:26])[CH3:24])[CH:12]=[CH:11][C:10]=1[CH2:13][O:14][C:15]1([CH3:18])[CH2:17][CH2:16]1)([CH3:21])[CH3:20]. The yield is 0.990. (4) The reactants are P(C(C)(C)C)(C(C)(C)C)C(C)(C)C.Br[C:15]1[CH:16]=[C:17]2[C:21](=[CH:22][CH:23]=1)[N:20]([CH:24]1[CH2:28][CH2:27][N:26]([C:29]([O:31][C:32]([CH3:35])([CH3:34])[CH3:33])=[O:30])[CH2:25]1)[CH2:19][CH2:18]2.[Li+].C[Si]([N-:41][Si](C)(C)C)(C)C.CCCC[N+](CCCC)(CCCC)CCCC.[F-]. The catalyst is C1COCC1.O.C1C=CC(/C=C/C(/C=C/C2C=CC=CC=2)=O)=CC=1.C1C=CC(/C=C/C(/C=C/C2C=CC=CC=2)=O)=CC=1.C1C=CC(/C=C/C(/C=C/C2C=CC=CC=2)=O)=CC=1.[Pd].[Pd]. The product is [NH2:41][C:15]1[CH:16]=[C:17]2[C:21](=[CH:22][CH:23]=1)[N:20]([CH:24]1[CH2:28][CH2:27][N:26]([C:29]([O:31][C:32]([CH3:35])([CH3:34])[CH3:33])=[O:30])[CH2:25]1)[CH2:19][CH2:18]2. The yield is 0.820. (5) The reactants are [CH3:1][C:2]1[C:7]([CH3:8])=[C:6]([O:9][CH2:10][CH2:11][C:12]2([CH2:18][CH2:19][CH3:20])[O:17][CH2:16][CH2:15][CH2:14][O:13]2)[CH:5]=[CH:4][N+:3]=1[O-].C(OC(=O)C)(=[O:24])C. No catalyst specified. The product is [CH3:8][C:7]1[C:2]([CH2:1][OH:24])=[N:3][CH:4]=[CH:5][C:6]=1[O:9][CH2:10][CH2:11][C:12]1([CH2:18][CH2:19][CH3:20])[O:17][CH2:16][CH2:15][CH2:14][O:13]1. The yield is 0.433. (6) The reactants are Cl[C:2]1[CH:11]=[CH:10][C:9]2[C:4](=[C:5]([NH:12][C:13]3[S:14][CH:15]=[C:16]([CH3:18])[N:17]=3)[N:6]=[CH:7][CH:8]=2)[N:3]=1.[CH3:19][O-:20].[Na+]. The catalyst is S1(CCCC1)(=O)=O.O. The product is [CH3:19][O:20][C:2]1[CH:11]=[CH:10][C:9]2[C:4](=[C:5]([NH:12][C:13]3[S:14][CH:15]=[C:16]([CH3:18])[N:17]=3)[N:6]=[CH:7][CH:8]=2)[N:3]=1. The yield is 0.790. (7) The reactants are [F:1][C:2]([F:11])([F:10])[C:3]1[CH:7]=[C:6]([CH2:8][NH2:9])[NH:5][N:4]=1.[CH3:12][C:13]([O:16][C:17](O[C:17]([O:16][C:13]([CH3:15])([CH3:14])[CH3:12])=[O:18])=[O:18])([CH3:15])[CH3:14].C(OCC)(=O)C.CCCCCC.O. The catalyst is C(Cl)Cl. The product is [F:11][C:2]([F:1])([F:10])[C:3]1[CH:7]=[C:6]([CH2:8][NH:9][C:17](=[O:18])[O:16][C:13]([CH3:15])([CH3:14])[CH3:12])[NH:5][N:4]=1. The yield is 0.440. (8) The reactants are N[C:2]1[CH:7]=[C:6]([CH2:8][CH2:9][CH2:10][CH2:11][CH2:12][CH2:13][CH2:14][CH2:15][CH2:16][CH2:17][CH2:18][CH2:19][CH2:20][CH2:21][CH2:22][CH2:23][CH2:24][CH2:25][CH3:26])[CH:5]=[CH:4][N:3]=1.[BrH:27].BrBr.N([O-])=O.[Na+].[OH-].[Na+]. The catalyst is O. The product is [Br:27][C:2]1[CH:7]=[C:6]([CH2:8][CH2:9][CH2:10][CH2:11][CH2:12][CH2:13][CH2:14][CH2:15][CH2:16][CH2:17][CH2:18][CH2:19][CH2:20][CH2:21][CH2:22][CH2:23][CH2:24][CH2:25][CH3:26])[CH:5]=[CH:4][N:3]=1. The yield is 0.500. (9) The reactants are O.O.Cl[Sn]Cl.[CH2:6]([O:8][C:9]1[CH:10]=[C:11]([C:17]([C:20]2[CH:25]=[CH:24][C:23]([O:26][CH3:27])=[C:22]([N+:28]([O-])=O)[CH:21]=2)=[CH:18][CH3:19])[CH:12]=[CH:13][C:14]=1[O:15][CH3:16])[CH3:7].[OH-].[Na+]. The catalyst is C(O)C.C(OCC)(=O)C. The product is [CH2:6]([O:8][C:9]1[CH:10]=[C:11]([C:17]([C:20]2[CH:25]=[CH:24][C:23]([O:26][CH3:27])=[C:22]([NH2:28])[CH:21]=2)=[CH:18][CH3:19])[CH:12]=[CH:13][C:14]=1[O:15][CH3:16])[CH3:7]. The yield is 0.730.